This data is from Full USPTO retrosynthesis dataset with 1.9M reactions from patents (1976-2016). The task is: Predict the reactants needed to synthesize the given product. Given the product [Br:1][C:2]1[CH:3]=[CH:4][C:5]2[O:14][C:13]3[C:12](=[O:15])[NH:11][C:10]([CH:16]4[CH2:20][CH2:19][N:18]([CH3:21])[CH2:17]4)=[N:9][C:8]=3[C:6]=2[CH:7]=1, predict the reactants needed to synthesize it. The reactants are: [Br:1][C:2]1[CH:3]=[CH:4][C:5]2[O:14][C:13]3[C:12](=[O:15])[NH:11][C:10]([CH:16]4[CH2:20][CH2:19][NH:18][CH2:17]4)=[N:9][C:8]=3[C:6]=2[CH:7]=1.[CH3:21]N(C=O)C.C=O.C(O[BH-](OC(=O)C)OC(=O)C)(=O)C.[Na+].